This data is from Full USPTO retrosynthesis dataset with 1.9M reactions from patents (1976-2016). The task is: Predict the reactants needed to synthesize the given product. (1) Given the product [OH:35][CH2:34][C:30]([CH3:36])([CH3:29])[C:31]([N:26]1[CH2:25][CH:24]=[C:23]([C:21]2[NH:20][C:16]3[N:17]=[CH:18][N:19]=[C:14]([NH:13][C:10]4[CH:11]=[CH:12][C:7]5[N:6]=[CH:5][S:4][C:8]=5[CH:9]=4)[C:15]=3[CH:22]=2)[CH2:28][CH2:27]1)=[O:32], predict the reactants needed to synthesize it. The reactants are: Cl.Cl.Cl.[S:4]1[C:8]2[CH:9]=[C:10]([NH:13][C:14]3[C:15]4[CH:22]=[C:21]([C:23]5[CH2:24][CH2:25][NH:26][CH2:27][CH:28]=5)[NH:20][C:16]=4[N:17]=[CH:18][N:19]=3)[CH:11]=[CH:12][C:7]=2[N:6]=[CH:5]1.[CH3:29][C:30]([CH3:36])([CH2:34][OH:35])[C:31](O)=[O:32].CN(C(ON1N=NC2C=CC=CC1=2)=[N+](C)C)C.[B-](F)(F)(F)F.C(N(CC)C(C)C)(C)C. (2) Given the product [F:8][C:5]1[CH:4]=[CH:3][C:2]([CH:9]=[CH2:10])=[CH:7][N:6]=1, predict the reactants needed to synthesize it. The reactants are: Br[C:2]1[CH:3]=[CH:4][C:5]([F:8])=[N:6][CH:7]=1.[CH:9]([B-](F)(F)F)=[CH2:10].[K+].C(=O)([O-])[O-].[Cs+].[Cs+].